Task: Predict the reactants needed to synthesize the given product.. Dataset: Full USPTO retrosynthesis dataset with 1.9M reactions from patents (1976-2016) (1) Given the product [CH2:5]([N:12]1[CH2:16][CH2:15][C:14]2([CH2:21][CH2:20][C:19]([C:23]3[CH:24]=[N:25][CH:26]=[CH:27][CH:28]=3)=[CH:18][CH2:17]2)[CH2:13]1)[C:6]1[CH:7]=[CH:8][CH:9]=[CH:10][CH:11]=1, predict the reactants needed to synthesize it. The reactants are: O=S(Cl)Cl.[CH2:5]([N:12]1[CH2:16][CH2:15][C:14]2([CH2:21][CH2:20][C:19]([C:23]3[CH:24]=[N:25][CH:26]=[CH:27][CH:28]=3)(O)[CH2:18][CH2:17]2)[CH2:13]1)[C:6]1[CH:11]=[CH:10][CH:9]=[CH:8][CH:7]=1.C([O-])(O)=O.[Na+]. (2) Given the product [C:4](=[S:6])([O:3][CH2:1][CH3:2])[S:5][CH2:9][C:10]([O:12][C:13]([CH3:16])([CH3:15])[CH3:14])=[O:11], predict the reactants needed to synthesize it. The reactants are: [CH2:1]([O:3][C:4]([S-:6])=[S:5])[CH3:2].[K+].Cl[CH2:9][C:10]([O:12][C:13]([CH3:16])([CH3:15])[CH3:14])=[O:11]. (3) Given the product [Cl:26][C:21]1[CH:20]=[C:19]([NH:18][C:5]2[C:4]3[C:9](=[C:10]([C:12]([F:13])([F:14])[F:15])[CH:11]=[C:2]([NH:1][CH2:27][C:29]4[CH:36]=[CH:35][CH:34]=[CH:33][C:30]=4[C:31]#[N:32])[CH:3]=3)[N:8]=[CH:7][C:6]=2[C:16]#[N:17])[CH:24]=[CH:23][C:22]=1[F:25], predict the reactants needed to synthesize it. The reactants are: [NH2:1][C:2]1[CH:3]=[C:4]2[C:9](=[C:10]([C:12]([F:15])([F:14])[F:13])[CH:11]=1)[N:8]=[CH:7][C:6]([C:16]#[N:17])=[C:5]2[NH:18][C:19]1[CH:24]=[CH:23][C:22]([F:25])=[C:21]([Cl:26])[CH:20]=1.[CH:27]([C:29]1[CH:36]=[CH:35][CH:34]=[CH:33][C:30]=1[C:31]#[N:32])=O.[BH3-]C#N.[Na+]. (4) Given the product [Cl:1][C:2]1[CH:24]=[CH:23][C:5]([CH:6]=[C:7]2[CH2:12][CH2:11][N:10]([S:13]([C:16]3[C:20]([CH3:21])=[N:19][N:18]([CH3:26])[C:17]=3[CH3:22])(=[O:14])=[O:15])[CH2:9][CH2:8]2)=[C:4]([F:25])[CH:3]=1, predict the reactants needed to synthesize it. The reactants are: [Cl:1][C:2]1[CH:24]=[CH:23][C:5]([CH:6]=[C:7]2[CH2:12][CH2:11][N:10]([S:13]([C:16]3[C:17]([CH3:22])=[N:18][NH:19][C:20]=3[CH3:21])(=[O:15])=[O:14])[CH2:9][CH2:8]2)=[C:4]([F:25])[CH:3]=1.[CH3:26]N1C(C)=C(S(Cl)(=O)=O)C(C)=N1.